Dataset: Experimentally validated miRNA-target interactions with 360,000+ pairs, plus equal number of negative samples. Task: Binary Classification. Given a miRNA mature sequence and a target amino acid sequence, predict their likelihood of interaction. (1) The miRNA is mmu-let-7b-5p with sequence UGAGGUAGUAGGUUGUGUGGUU. The protein sequence of the target gene is MTKMDIRGAVDAAVPTNIIAAKAAEVRANKVNWQSYLQGQMISAEDCEFIQRFEMKRSPEEKQEMLQTEGSQCAKTFINLMTHICKEQTVQYILTMVDDMLQENHQRVSIFFDYARCSKNTAWPYFLPMLNRQDPFTVHMAARIIAKLAAWGKELMEGSDLNYYFNWIKTQLSSQKLRGSGVAVETGTVSSSDSSQYVQCVAGCLQLMLRVNEYRFAWVEADGVNCIMGVLSNKCGFQLQYQMIFSIWLLAFSPQMCEHLRRYNIIPVLSDILQESVKEKVTRIILAAFRNFLEKSTERE.... Result: 0 (no interaction). (2) The miRNA is hsa-miR-6811-5p with sequence AUGCAGGCCUGUGUACAGCACU. The protein sequence of the target gene is MEVAPEQPRWMAHPAVLNAQHPDSHHPGLAHNYMEPAQLLPPDEVDVFFNHLDSQGNPYYANPAHARARVSYSPAHARLTGGQMCRPHLLHSPGLPWLDGGKAALSAAAAHHHNPWTVSPFSKTPLHPSAAGGPGGPLSVYPGAGGGSGGGSGSSVASLTPTAAHSGSHLFGFPPTPPKEVSPDPSTTGAASPASSSAGGSAARGEDKDGVKYQVSLTESMKMESGSPLRPGLATMGTQPATHHPIPTYPSYVPAAAHDYSSGLFHPGGFLGGPASSFTPKQRSKARSCSEGRECVNCGA.... Result: 1 (interaction).